This data is from NCI-60 drug combinations with 297,098 pairs across 59 cell lines. The task is: Regression. Given two drug SMILES strings and cell line genomic features, predict the synergy score measuring deviation from expected non-interaction effect. (1) Drug 1: C1=CC(=CC=C1C#N)C(C2=CC=C(C=C2)C#N)N3C=NC=N3. Drug 2: COC1=C2C(=CC3=C1OC=C3)C=CC(=O)O2. Cell line: PC-3. Synergy scores: CSS=-4.89, Synergy_ZIP=3.22, Synergy_Bliss=0.0845, Synergy_Loewe=-0.478, Synergy_HSA=-5.12. (2) Drug 2: CN(CC1=CN=C2C(=N1)C(=NC(=N2)N)N)C3=CC=C(C=C3)C(=O)NC(CCC(=O)O)C(=O)O. Synergy scores: CSS=28.7, Synergy_ZIP=-4.38, Synergy_Bliss=-2.09, Synergy_Loewe=-0.260, Synergy_HSA=1.22. Cell line: M14. Drug 1: CCCCC(=O)OCC(=O)C1(CC(C2=C(C1)C(=C3C(=C2O)C(=O)C4=C(C3=O)C=CC=C4OC)O)OC5CC(C(C(O5)C)O)NC(=O)C(F)(F)F)O. (3) Drug 1: CC1=C2C(C(=O)C3(C(CC4C(C3C(C(C2(C)C)(CC1OC(=O)C(C(C5=CC=CC=C5)NC(=O)OC(C)(C)C)O)O)OC(=O)C6=CC=CC=C6)(CO4)OC(=O)C)O)C)O. Drug 2: N.N.Cl[Pt+2]Cl. Cell line: HOP-62. Synergy scores: CSS=15.1, Synergy_ZIP=4.74, Synergy_Bliss=7.44, Synergy_Loewe=0.860, Synergy_HSA=-0.555.